Task: Regression. Given a peptide amino acid sequence and an MHC pseudo amino acid sequence, predict their binding affinity value. This is MHC class I binding data.. Dataset: Peptide-MHC class I binding affinity with 185,985 pairs from IEDB/IMGT (1) The MHC is HLA-B15:17 with pseudo-sequence HLA-B15:17. The binding affinity (normalized) is 0.0847. The peptide sequence is YLHIHPFKI. (2) The peptide sequence is RRWIQLGLQK. The MHC is HLA-A02:06 with pseudo-sequence HLA-A02:06. The binding affinity (normalized) is 0. (3) The peptide sequence is KRFLNGAKY. The MHC is HLA-A30:01 with pseudo-sequence HLA-A30:01. The binding affinity (normalized) is 0.0847. (4) The peptide sequence is AADFPGIAR. The MHC is HLA-B27:05 with pseudo-sequence HLA-B27:05. The binding affinity (normalized) is 0.0847. (5) The peptide sequence is QLTPHTKAV. The MHC is HLA-B54:01 with pseudo-sequence YYAGYRNIYAQTDESNLYWTYNLYTWAVLAYTWY. The binding affinity (normalized) is 0.0202. (6) The peptide sequence is LHDAIMVEL. The MHC is HLA-B57:01 with pseudo-sequence HLA-B57:01. The binding affinity (normalized) is 0.0847.